From a dataset of Full USPTO retrosynthesis dataset with 1.9M reactions from patents (1976-2016). Predict the reactants needed to synthesize the given product. (1) Given the product [ClH:29].[CH3:1][O:2][C:3]1[N:4]=[C:5]2[C:10](=[CH:11][CH:12]=1)[N:9]=[CH:8][CH:7]=[C:6]2[C:13]1[CH:14]=[CH:15][C:16]([CH2:19][CH2:20][NH2:21])=[N:17][CH:18]=1, predict the reactants needed to synthesize it. The reactants are: [CH3:1][O:2][C:3]1[N:4]=[C:5]2[C:10](=[CH:11][CH:12]=1)[N:9]=[CH:8][CH:7]=[C:6]2[C:13]1[CH:14]=[CH:15][C:16]([CH2:19][CH2:20][NH:21]C(=O)OC(C)(C)C)=[N:17][CH:18]=1.[ClH:29]. (2) The reactants are: CC([OH:4])C.CC(C)=[O:7].[OH:9][CH2:10][CH:11]([CH2:13][OH:14])[OH:12]. Given the product [O:9]=[CH:10][CH:11]([CH2:13][OH:14])[OH:12].[OH:4][CH:13]([OH:14])[C:11](=[O:12])[CH3:10].[C:10]([OH:7])(=[O:9])[CH:11]([CH2:13][OH:14])[OH:12], predict the reactants needed to synthesize it.